Dataset: Full USPTO retrosynthesis dataset with 1.9M reactions from patents (1976-2016). Task: Predict the reactants needed to synthesize the given product. The reactants are: [Cl:1][C:2]1[CH:7]=[CH:6][N:5]=[C:4]2[NH:8][C:9]([CH:11]3[CH2:13][CH2:12]3)=[N:10][C:3]=12.Br[CH2:15][C:16]1[CH:35]=[CH:34][C:19]2/[C:20](=[C:30](/[CH3:33])\[C:31]#[N:32])/[C:21]3[CH:28]=[CH:27][C:26]([F:29])=[CH:25][C:22]=3[O:23][CH2:24][C:18]=2[CH:17]=1. Given the product [Cl:1][C:2]1[CH:7]=[CH:6][N:5]=[C:4]2[N:8]([CH2:15][C:16]3[CH:35]=[CH:34][C:19]4/[C:20](=[C:30](/[CH3:33])\[C:31]#[N:32])/[C:21]5[CH:28]=[CH:27][C:26]([F:29])=[CH:25][C:22]=5[O:23][CH2:24][C:18]=4[CH:17]=3)[C:9]([CH:11]3[CH2:13][CH2:12]3)=[N:10][C:3]=12, predict the reactants needed to synthesize it.